This data is from Full USPTO retrosynthesis dataset with 1.9M reactions from patents (1976-2016). The task is: Predict the reactants needed to synthesize the given product. (1) Given the product [Cl:1][C:2]1[CH:3]=[CH:4][C:5]([N:8]2[CH2:13][CH2:12][NH:11][CH2:10][C@H:9]2[CH2:14][C:15]2[CH:16]=[CH:17][CH:18]=[CH:19][CH:20]=2)=[CH:6][CH:7]=1, predict the reactants needed to synthesize it. The reactants are: [Cl:1][C:2]1[CH:7]=[CH:6][C:5]([N:8]2[CH2:13][CH2:12][NH:11][CH2:10][CH:9]2[CH2:14][C:15]2[CH:20]=[CH:19][CH:18]=[CH:17][CH:16]=2)=[CH:4][CH:3]=1.C(O)(=O)[C@@H](C(C(O)=O)O)O.C([O-])(=O)C(C(C([O-])=O)O)O. (2) Given the product [ClH:1].[Cl:1][C:2]1[C:11]([Cl:12])=[CH:10][CH:9]=[C:8]2[C:3]=1[CH:4]=[CH:5][N:6]([CH2:14][CH:15]1[CH2:20][CH2:19][NH:18][CH2:17][CH2:16]1)[C:7]2=[O:13], predict the reactants needed to synthesize it. The reactants are: [Cl:1][C:2]1[C:11]([Cl:12])=[CH:10][CH:9]=[C:8]2[C:3]=1[CH:4]=[CH:5][N:6]([CH2:14][CH:15]1[CH2:20][CH2:19][N:18](C(OC(C)(C)C)=O)[CH2:17][CH2:16]1)[C:7]2=[O:13].Cl. (3) Given the product [Cl:11][C:12]1[N:20]=[C:19]2[C:15]([N:16]=[CH:17][NH:18]2)=[C:14]([NH:1][CH:2]2[CH2:10][C:9]3[C:4](=[CH:5][CH:6]=[CH:7][CH:8]=3)[CH2:3]2)[N:13]=1, predict the reactants needed to synthesize it. The reactants are: [NH2:1][CH:2]1[CH2:10][C:9]2[C:4](=[CH:5][CH:6]=[CH:7][CH:8]=2)[CH2:3]1.[Cl:11][C:12]1[N:20]=[C:19]2[C:15]([NH:16][CH:17]=[N:18]2)=[C:14](Cl)[N:13]=1.Cl. (4) Given the product [Cl:20][C:21]1[CH:22]=[CH:23][C:24]([C:27]([OH:31])([CH3:28])[C:29]#[C:30][C:2]2[C:3]([F:19])=[CH:4][C:5]3[O:11][CH2:10][CH2:9][N:8]4[CH:12]=[C:13]([C:15]([NH2:17])=[O:16])[N:14]=[C:7]4[C:6]=3[CH:18]=2)=[N:25][CH:26]=1, predict the reactants needed to synthesize it. The reactants are: Br[C:2]1[C:3]([F:19])=[CH:4][C:5]2[O:11][CH2:10][CH2:9][N:8]3[CH:12]=[C:13]([C:15]([NH2:17])=[O:16])[N:14]=[C:7]3[C:6]=2[CH:18]=1.[Cl:20][C:21]1[CH:22]=[CH:23][C:24]([C:27]([OH:31])([C:29]#[CH:30])[CH3:28])=[N:25][CH:26]=1. (5) Given the product [SH:1][C:2]1[S:3][C:4]2[CH:10]=[C:9]([N:11]([CH2:15][CH2:16][CH3:17])[C:12]([N:19]([CH3:18])[CH2:20][CH2:21][C:22]3[CH:27]=[CH:26][CH:25]=[CH:24][CH:23]=3)=[O:13])[CH:8]=[CH:7][C:5]=2[N:6]=1, predict the reactants needed to synthesize it. The reactants are: [SH:1][C:2]1[S:3][C:4]2[CH:10]=[C:9]([N:11]([CH2:15][CH2:16][CH3:17])[C:12](Cl)=[O:13])[CH:8]=[CH:7][C:5]=2[N:6]=1.[CH3:18][NH:19][CH2:20][CH2:21][C:22]1[CH:27]=[CH:26][CH:25]=[CH:24][CH:23]=1. (6) Given the product [CH3:11][C:12]1[CH:13]=[C:14]([CH:19]=[CH:20][C:21]=1[CH3:22])[O:15][CH2:16][CH:17]=[O:18], predict the reactants needed to synthesize it. The reactants are: C(Cl)(=O)C(Cl)=O.CS(C)=O.[CH3:11][C:12]1[CH:13]=[C:14]([CH:19]=[CH:20][C:21]=1[CH3:22])[O:15][CH2:16][CH2:17][OH:18].O. (7) Given the product [O:18]1[CH2:19][CH2:20][N:15]([C:12]2[CH:13]=[CH:14][C:9]([C:8]([NH:7][C:6]3[CH:22]=[CH:23][C:24]4[NH:25][C:47]([C:46]5[CH:49]=[CH:50][C:43]([C:41](=[O:42])[NH:40][C:37]6[CH:38]=[CH:39][C:34]([N:28]7[CH2:29][CH2:30][O:31][CH2:32][CH2:33]7)=[CH:35][CH:36]=6)=[CH:44][CH:45]=5)=[N:1][C:4]=4[CH:5]=3)=[O:21])=[CH:10][CH:11]=2)[CH2:16][CH2:17]1, predict the reactants needed to synthesize it. The reactants are: [N+:1]([C:4]1[CH:5]=[C:6]([CH:22]=[CH:23][C:24]=1[N+:25]([O-])=O)[NH:7][C:8](=[O:21])[C:9]1[CH:14]=[CH:13][C:12]([N:15]2[CH2:20][CH2:19][O:18][CH2:17][CH2:16]2)=[CH:11][CH:10]=1)([O-])=O.[N:28]1([C:34]2[CH:39]=[CH:38][C:37]([NH:40][C:41]([C:43]3[CH:50]=[CH:49][C:46]([CH:47]=O)=[CH:45][CH:44]=3)=[O:42])=[CH:36][CH:35]=2)[CH2:33][CH2:32][O:31][CH2:30][CH2:29]1.